This data is from Full USPTO retrosynthesis dataset with 1.9M reactions from patents (1976-2016). The task is: Predict the reactants needed to synthesize the given product. (1) Given the product [CH3:32][C:31]1[C:26]([O:14][CH2:13][CH2:12][CH2:11][C:10]2[C:6]([CH:2]([CH3:1])[CH2:3][CH2:4][CH3:5])=[N:7][N:8]([C:15]3[CH:20]=[CH:19][C:18]([C:21]([F:24])([F:23])[F:22])=[CH:17][N:16]=3)[CH:9]=2)=[C:27]([CH2:33][C:34]([OH:36])=[O:35])[CH:28]=[CH:29][CH:30]=1, predict the reactants needed to synthesize it. The reactants are: [CH3:1][CH:2]([C:6]1[C:10]([CH2:11][CH2:12][CH2:13][OH:14])=[CH:9][N:8]([C:15]2[CH:20]=[CH:19][C:18]([C:21]([F:24])([F:23])[F:22])=[CH:17][N:16]=2)[N:7]=1)[CH2:3][CH2:4][CH3:5].O[C:26]1[C:31]([CH3:32])=[CH:30][CH:29]=[CH:28][C:27]=1[CH2:33][C:34]([O:36]C)=[O:35].C(P(CCCC)CCCC)CCC.N(C(N1CCCCC1)=O)=NC(N1CCCCC1)=O. (2) The reactants are: [OH:1][C@H:2]([C:23]1[CH:28]=[CH:27][CH:26]=[CH:25][CH:24]=1)[CH2:3][CH2:4][N:5]1[CH2:10][CH2:9][CH:8]([C:11]2[CH:12]=[C:13]([NH:17][C:18](=[O:22])[CH:19]([CH3:21])[CH3:20])[CH:14]=[CH:15][CH:16]=2)[CH2:7][CH2:6]1.[F:29][C:30]1[CH:35]=[CH:34][C:33]([CH2:36][C:37](Cl)=[O:38])=[CH:32][CH:31]=1. Given the product [F:29][C:30]1[CH:35]=[CH:34][C:33]([CH2:36][C:37]([O:1][C@H:2]([C:23]2[CH:24]=[CH:25][CH:26]=[CH:27][CH:28]=2)[CH2:3][CH2:4][N:5]2[CH2:10][CH2:9][CH:8]([C:11]3[CH:16]=[CH:15][CH:14]=[C:13]([NH:17][C:18](=[O:22])[CH:19]([CH3:21])[CH3:20])[CH:12]=3)[CH2:7][CH2:6]2)=[O:38])=[CH:32][CH:31]=1, predict the reactants needed to synthesize it. (3) Given the product [CH2:24]([NH:31][C:32]([N:15]1[CH2:16][CH2:17][CH2:18][CH:13]([N:8]2[C:9]3[CH:10]=[CH:11][CH:12]=[C:3]([Cl:2])[C:4]=3[C:5]3=[N:22][O:21][C:20]([CH3:23])=[C:6]3[C:7]2=[O:19])[CH2:14]1)=[O:33])[C:25]1[CH:30]=[CH:29][CH:28]=[CH:27][CH:26]=1, predict the reactants needed to synthesize it. The reactants are: I.[Cl:2][C:3]1[C:4]2[C:5]3[C:6](=[C:20]([CH3:23])[O:21][N:22]=3)[C:7](=[O:19])[N:8]([CH:13]3[CH2:18][CH2:17][CH2:16][NH:15][CH2:14]3)[C:9]=2[CH:10]=[CH:11][CH:12]=1.[CH2:24]([N:31]=[C:32]=[O:33])[C:25]1[CH:30]=[CH:29][CH:28]=[CH:27][CH:26]=1.C(=O)([O-])[O-].[K+].[K+]. (4) Given the product [Cl:25][C:21]1[CH:20]=[C:19]([N:18]2[C:13]3=[N:14][CH:15]=[CH:16][CH:17]=[C:12]3[N:11]=[C:10]2[C@@H:8]([NH2:7])[CH3:9])[CH:24]=[CH:23][CH:22]=1, predict the reactants needed to synthesize it. The reactants are: C(OC(=O)[NH:7][C@H:8]([C:10]1[N:18]([C:19]2[CH:24]=[CH:23][CH:22]=[C:21]([Cl:25])[CH:20]=2)[C:13]2=[N:14][CH:15]=[CH:16][CH:17]=[C:12]2[N:11]=1)[CH3:9])(C)(C)C.C(O)(C(F)(F)F)=O. (5) Given the product [OH:7][CH:8]([CH2:13][CH2:14][CH2:15][CH2:16][CH2:17][CH2:18][C:19]1[S:23][CH:22]=[N:21][C:20]=1[CH3:24])[C:9]([O:11][CH3:12])=[O:10], predict the reactants needed to synthesize it. The reactants are: C1([O:7][CH:8]([CH2:13][CH2:14][CH2:15][CH2:16][CH2:17][CH2:18][C:19]2[S:23][CH:22]=[N:21][C:20]=2[CH3:24])[C:9]([O:11][CH3:12])=[O:10])CCCCC1.C1(C)C=CC(S(O)(=O)=O)=CC=1. (6) Given the product [Br:1][CH2:9][C:10]1[N:11]=[C:12]2[C:17](=[C:18]3[C:23]=1[CH:22]=[CH:21][CH:20]=[CH:19]3)[CH:16]=[CH:15][CH:14]=[CH:13]2, predict the reactants needed to synthesize it. The reactants are: [Br:1]N1C(=O)CCC1=O.[CH3:9][C:10]1[N:11]=[C:12]2[C:17](=[C:18]3[C:23]=1[CH:22]=[CH:21][CH:20]=[CH:19]3)[CH:16]=[CH:15][CH:14]=[CH:13]2. (7) Given the product [NH2:29][C:27]1[S:28][C:14]([CH2:13][O:12][CH2:5][C:6]2[CH:7]=[CH:8][CH:9]=[CH:10][CH:11]=2)=[C:17]([C:18]([O:20][CH2:21][CH3:22])=[O:19])[N:26]=1, predict the reactants needed to synthesize it. The reactants are: [O-]CC.[Na+].[CH2:5]([O:12][CH2:13][CH:14]=O)[C:6]1[CH:11]=[CH:10][CH:9]=[CH:8][CH:7]=1.Cl[CH:17](Cl)[C:18]([O:20][CH2:21][CH3:22])=[O:19].[Na+].[Cl-].[NH2:26][C:27]([NH2:29])=[S:28]. (8) Given the product [Cl:16][C:15]([Cl:17])=[CH:6][C:5]1[CH:4]=[C:3]([O:2][CH3:1])[C:11]([O:12][CH3:13])=[CH:10][C:9]=1[C:8]([OH:14])=[O:7], predict the reactants needed to synthesize it. The reactants are: [CH3:1][O:2][C:3]1[CH:4]=[C:5]2[C:9](=[CH:10][C:11]=1[O:12][CH3:13])[C:8](=[O:14])[O:7][CH:6]2[C:15](Cl)([Cl:17])[Cl:16].